From a dataset of Reaction yield outcomes from USPTO patents with 853,638 reactions. Predict the reaction yield, written as a fraction of the theoretical maximum amount of product (1.0 means a 100% yield; for example, 0.34 means a 34% yield). The reactants are [CH3:1][C:2]1[C:3]([C:8]([OH:10])=O)=[N:4][CH:5]=[CH:6][CH:7]=1.C1N=CN(C(N2C=NC=C2)=O)C=1.[CH2:23]([N:27]1[C:35]2[N:34]=[C:33]([Cl:36])[NH:32][C:31]=2[C:30](=[O:37])[N:29]([CH2:38][CH2:39][CH2:40][CH2:41]/[C:42](=[N:45]/[H])/[NH:43]O)[C:28]1=[O:47])[CH2:24][CH2:25][CH3:26]. The catalyst is CS(C)=O. The product is [CH2:23]([N:27]1[C:35]2[N:34]=[C:33]([Cl:36])[NH:32][C:31]=2[C:30](=[O:37])[N:29]([CH2:38][CH2:39][CH2:40][CH2:41][C:42]2[N:43]=[C:8]([C:3]3[C:2]([CH3:1])=[CH:7][CH:6]=[CH:5][N:4]=3)[O:10][N:45]=2)[C:28]1=[O:47])[CH2:24][CH2:25][CH3:26]. The yield is 0.120.